Dataset: Reaction yield outcomes from USPTO patents with 853,638 reactions. Task: Predict the reaction yield, written as a fraction of the theoretical maximum amount of product (1.0 means a 100% yield; for example, 0.34 means a 34% yield). The reactants are [OH-].[Li+].[CH2:3]([O:7][C:8]1[CH:13]=[CH:12][C:11]([S:14]([NH:17][CH2:18][C@H:19]([N:24]2[CH2:29][CH2:28][N:27]([S:30]([CH3:33])(=[O:32])=[O:31])[CH2:26][CH2:25]2)[C:20]([O:22]C)=[O:21])(=[O:16])=[O:15])=[CH:10][CH:9]=1)[C:4]#[C:5][CH3:6]. The catalyst is O1CCCC1. The product is [CH2:3]([O:7][C:8]1[CH:9]=[CH:10][C:11]([S:14]([NH:17][CH2:18][C@H:19]([N:24]2[CH2:25][CH2:26][N:27]([S:30]([CH3:33])(=[O:31])=[O:32])[CH2:28][CH2:29]2)[C:20]([OH:22])=[O:21])(=[O:16])=[O:15])=[CH:12][CH:13]=1)[C:4]#[C:5][CH3:6]. The yield is 0.890.